This data is from Forward reaction prediction with 1.9M reactions from USPTO patents (1976-2016). The task is: Predict the product of the given reaction. (1) Given the reactants [O:1]1[CH2:6][CH2:5][O:4][C:3]2[CH:7]=[C:8]([NH:11][S:12]([C:15]3[CH:20]=[CH:19][C:18](I)=[CH:17][CH:16]=3)(=[O:14])=[O:13])[CH:9]=[CH:10][C:2]1=2.[F:22][C:23]1[CH:37]=[CH:36][C:26]([CH2:27][O:28][CH2:29][C:30]([NH:32][CH2:33][C:34]#[CH:35])=[O:31])=[CH:25][CH:24]=1.C(N(CC)CC)C, predict the reaction product. The product is: [O:1]1[CH2:6][CH2:5][O:4][C:3]2[CH:7]=[C:8]([NH:11][S:12]([C:15]3[CH:20]=[CH:19][C:18]([C:35]#[C:34][CH2:33][NH:32][C:30](=[O:31])[CH2:29][O:28][CH2:27][C:26]4[CH:25]=[CH:24][C:23]([F:22])=[CH:37][CH:36]=4)=[CH:17][CH:16]=3)(=[O:14])=[O:13])[CH:9]=[CH:10][C:2]1=2. (2) Given the reactants [B:1]([O:10][CH:11]([CH3:13])[CH3:12])([O:6][CH:7]([CH3:9])[CH3:8])OC(C)C.[Cl:14][CH2:15]I.C([Li])CCC.Cl.C(OCC)(=O)C.OC(C(O)(C)C)(C)C, predict the reaction product. The product is: [Cl:14][CH2:15][B:1]1[O:6][C:7]([CH3:8])([CH3:9])[C:11]([CH3:12])([CH3:13])[O:10]1. (3) Given the reactants Cl.[CH3:2][NH:3][O:4][CH3:5].[Li]N([Si](C)(C)C)[Si](C)(C)C.[CH3:16][N:17]1[C:21]2[C:22](=[O:27])[CH2:23][CH2:24][CH2:25][CH2:26][C:20]=2[C:19]([C:28]([O:30]CC)=O)=[N:18]1, predict the reaction product. The product is: [CH3:5][O:4][N:3]([CH3:2])[C:28]([C:19]1[C:20]2[CH2:26][CH2:25][CH2:24][CH2:23][C:22](=[O:27])[C:21]=2[N:17]([CH3:16])[N:18]=1)=[O:30]. (4) Given the reactants [NH2:1][C:2]1[CH:7]=[N:6][CH:5]=[CH:4][N:3]=1.C[Al](C)C.[C:12]([O:16][C:17]([N:19]1[CH2:24][CH2:23][CH2:22][C@H:21]([NH:25][C:26]2[C:31]3[CH:32]=[C:33]([C:35]4[CH:40]=[CH:39][CH:38]=[CH:37][CH:36]=4)[S:34][C:30]=3[C:29]([C:41](O)=[O:42])=[CH:28][N:27]=2)[CH2:20]1)=[O:18])([CH3:15])([CH3:14])[CH3:13].CN(C(ON1N=NC2C=CC=NC1=2)=[N+](C)C)C.F[P-](F)(F)(F)(F)F.CCN(C(C)C)C(C)C, predict the reaction product. The product is: [C:35]1([C:33]2[S:34][C:30]3[C:29]([C:41]([NH:1][C:2]4[CH:7]=[N:6][CH:5]=[CH:4][N:3]=4)=[O:42])=[CH:28][N:27]=[C:26]([NH:25][C@H:21]4[CH2:22][CH2:23][CH2:24][N:19]([C:17]([O:16][C:12]([CH3:15])([CH3:14])[CH3:13])=[O:18])[CH2:20]4)[C:31]=3[CH:32]=2)[CH:36]=[CH:37][CH:38]=[CH:39][CH:40]=1. (5) Given the reactants [CH3:1][C:2]1([CH3:19])[O:7][C:6]2[C:8]([F:15])=[CH:9][C:10]([N+:12]([O-])=O)=[CH:11][C:5]=2[N:4]2[N:16]=[N:17][N:18]=[C:3]12, predict the reaction product. The product is: [CH3:1][C:2]1([CH3:19])[O:7][C:6]2[C:8]([F:15])=[CH:9][C:10]([NH2:12])=[CH:11][C:5]=2[N:4]2[N:16]=[N:17][N:18]=[C:3]12. (6) Given the reactants [B:10]1([B:10]2[O:14][C:13]([CH3:16])([CH3:15])[C:12]([CH3:18])([CH3:17])[O:11]2)[O:14][C:13]([CH3:16])([CH3:15])[C:12]([CH3:18])([CH3:17])[O:11]1.C([O-])(=O)C.[K+].Br[C:25]1[CH:46]=[CH:45][C:28]([O:29][CH2:30][CH2:31][CH:32]2[CH2:37][CH2:36][N:35]([C:38]([O:40][C:41]([CH3:44])([CH3:43])[CH3:42])=[O:39])[CH2:34][CH2:33]2)=[C:27]([C:47]([F:50])([F:49])[F:48])[CH:26]=1, predict the reaction product. The product is: [CH3:16][C:13]1([CH3:15])[C:12]([CH3:17])([CH3:18])[O:11][B:10]([C:25]2[CH:46]=[CH:45][C:28]([O:29][CH2:30][CH2:31][CH:32]3[CH2:33][CH2:34][N:35]([C:38]([O:40][C:41]([CH3:44])([CH3:43])[CH3:42])=[O:39])[CH2:36][CH2:37]3)=[C:27]([C:47]([F:48])([F:49])[F:50])[CH:26]=2)[O:14]1. (7) Given the reactants [CH2:1]([O:3][C:4](=[O:20])[CH2:5][CH:6]([N:10]1[C:14]2[CH:15]=[CH:16][CH:17]=[CH:18][C:13]=2[NH:12][C:11]1=[O:19])[CH2:7][CH2:8][CH3:9])[CH3:2].Br[CH2:22][C:23]1[C:27]2[C:28]([CH3:33])=[CH:29][C:30]([CH3:32])=[CH:31][C:26]=2[S:25][N:24]=1.C([O-])([O-])=O.[K+].[K+].O, predict the reaction product. The product is: [CH2:1]([O:3][C:4](=[O:20])[CH2:5][CH:6]([N:10]1[C:14]2[CH:15]=[CH:16][CH:17]=[CH:18][C:13]=2[N:12]([CH2:22][C:23]2[C:27]3[C:28]([CH3:33])=[CH:29][C:30]([CH3:32])=[CH:31][C:26]=3[S:25][N:24]=2)[C:11]1=[O:19])[CH2:7][CH2:8][CH3:9])[CH3:2].